The task is: Predict the reaction yield, written as a fraction of the theoretical maximum amount of product (1.0 means a 100% yield; for example, 0.34 means a 34% yield).. This data is from Reaction yield outcomes from USPTO patents with 853,638 reactions. (1) The product is [IH:4].[NH:13]1[CH2:12][CH2:11][CH2:10][CH2:9][NH:8][C:7]1=[N:2][NH2:3]. The yield is 1.00. The catalyst is CCO. The reactants are O.[NH2:2][NH2:3].[IH:4].CS[C:7]1[NH:8][CH2:9][CH2:10][CH2:11][CH2:12][N:13]=1.CCOCC. (2) The reactants are [NH2:1][C:2]1[CH:7]=[CH:6][C:5]([CH:8]2[CH2:13][C:12](=[O:14])[NH:11][C:10](=[O:15])[CH2:9]2)=[CH:4][C:3]=1[C:16]1[CH2:21][CH2:20][CH2:19][CH2:18][CH:17]=1.C1CN([P+](Br)(N2CCCC2)N2CCCC2)CC1.F[P-](F)(F)(F)(F)F.[K+].[C:47]([C:49]1[N:50]=[C:51]([C:62]([O-])=[O:63])[N:52]([CH2:54][O:55][CH2:56][CH2:57][Si:58]([CH3:61])([CH3:60])[CH3:59])[CH:53]=1)#[N:48].CCN(C(C)C)C(C)C. The catalyst is C(Cl)Cl. The product is [C:16]1([C:3]2[CH:4]=[C:5]([CH:8]3[CH2:9][C:10](=[O:15])[NH:11][C:12](=[O:14])[CH2:13]3)[CH:6]=[CH:7][C:2]=2[NH:1][C:62]([C:51]2[N:52]([CH2:54][O:55][CH2:56][CH2:57][Si:58]([CH3:61])([CH3:60])[CH3:59])[CH:53]=[C:49]([C:47]#[N:48])[N:50]=2)=[O:63])[CH2:21][CH2:20][CH2:19][CH2:18][CH:17]=1. The yield is 0.510.